This data is from Forward reaction prediction with 1.9M reactions from USPTO patents (1976-2016). The task is: Predict the product of the given reaction. Given the reactants [Cl:1][C:2]1[CH:3]=[C:4]([NH:16][C:17]2[C:26]3[C:21](=[CH:22][C:23]([O:38][CH2:39][CH3:40])=[C:24]([NH:27][C:28](=[O:37])/[CH:29]=[CH:30]/[C@H:31]4[CH2:35][CH2:34][CH2:33][N:32]4[CH3:36])[CH:25]=3)[N:20]=[CH:19][C:18]=2[C:41]#[N:42])[CH:5]=[CH:6][C:7]=1[O:8][CH2:9][C:10]1[CH:15]=[CH:14][CH:13]=[CH:12][N:11]=1.[C:43]([OH:50])(=[O:49])/[CH:44]=[CH:45]\[C:46]([OH:48])=[O:47], predict the reaction product. The product is: [C:43]([OH:50])(=[O:49])/[CH:44]=[CH:45]\[C:46]([OH:48])=[O:47].[Cl:1][C:2]1[CH:3]=[C:4]([NH:16][C:17]2[C:26]3[C:21](=[CH:22][C:23]([O:38][CH2:39][CH3:40])=[C:24]([NH:27][C:28](=[O:37])/[CH:29]=[CH:30]/[C@H:31]4[CH2:35][CH2:34][CH2:33][N:32]4[CH3:36])[CH:25]=3)[N:20]=[CH:19][C:18]=2[C:41]#[N:42])[CH:5]=[CH:6][C:7]=1[O:8][CH2:9][C:10]1[CH:15]=[CH:14][CH:13]=[CH:12][N:11]=1.